From a dataset of TCR-epitope binding with 47,182 pairs between 192 epitopes and 23,139 TCRs. Binary Classification. Given a T-cell receptor sequence (or CDR3 region) and an epitope sequence, predict whether binding occurs between them. Result: 1 (the TCR binds to the epitope). The TCR CDR3 sequence is CASSLGTDFYEQYF. The epitope is YLNTLTLAV.